From a dataset of Forward reaction prediction with 1.9M reactions from USPTO patents (1976-2016). Predict the product of the given reaction. Given the reactants ClC1C=CC(C2C=CN3C(=O)[NH:15][N:16]=[C:10]3[C:9]=2[C:18]2C=CN=CC=2)=CC=1.[Cl:24][C:25]1[CH:30]=[CH:29][C:28]([C:31]2[CH:36]=[CH:35][N:34]3[C:37](=[O:51])[N:38]([CH2:40][C:41]4[CH:46]=[CH:45][C:44](S(C)(=O)=O)=[CH:43][CH:42]=4)[N:39]=[C:33]3[C:32]=2[C:52]2[CH:57]=[CH:56][N:55]=[CH:54][CH:53]=2)=[CH:27][CH:26]=1, predict the reaction product. The product is: [N:16]1([C:44]2[CH:45]=[CH:46][C:41]([CH2:40][N:38]3[C:37](=[O:51])[N:34]4[CH:35]=[CH:36][C:31]([C:28]5[CH:29]=[CH:30][C:25]([Cl:24])=[CH:26][CH:27]=5)=[C:32]([C:52]5[CH:57]=[CH:56][N:55]=[CH:54][CH:53]=5)[C:33]4=[N:39]3)=[CH:42][CH:43]=2)[CH:10]=[CH:9][CH:18]=[N:15]1.